From a dataset of Peptide-MHC class I binding affinity with 185,985 pairs from IEDB/IMGT. Regression. Given a peptide amino acid sequence and an MHC pseudo amino acid sequence, predict their binding affinity value. This is MHC class I binding data. (1) The peptide sequence is SISNITTATR. The MHC is HLA-A68:01 with pseudo-sequence HLA-A68:01. The binding affinity (normalized) is 0.758. (2) The peptide sequence is FPYSTFPII. The MHC is Patr-B1301 with pseudo-sequence Patr-B1301. The binding affinity (normalized) is 0.763.